The task is: Predict the reactants needed to synthesize the given product.. This data is from Full USPTO retrosynthesis dataset with 1.9M reactions from patents (1976-2016). (1) Given the product [CH:33]1[CH:40]=[CH:39][C:36](/[CH:37]=[CH:8]/[C:7]2[CH:6]=[CH:5][C:4]([N+:1]([O-:3])=[O:2])=[CH:29][CH:28]=2)=[CH:35][CH:34]=1, predict the reactants needed to synthesize it. The reactants are: [N+:1]([C:4]1[CH:29]=[CH:28][C:7]([CH2:8]P(C2C=CC=CC=2)(C2C=CC=CC=2)C2C=CC=CC=2)=[CH:6][CH:5]=1)([O-:3])=[O:2].[N+]([C:33]1[CH:40]=[CH:39][C:36]([CH:37]=O)=[CH:35][CH:34]=1)([O-])=O. (2) Given the product [CH3:27][S:28]([C:4]1([C:7]([O:9][CH2:10][CH3:11])=[O:8])[CH2:3][CH2:2][N:1]([C:12]([O:14][C:15]([CH3:17])([CH3:16])[CH3:18])=[O:13])[CH2:6][CH2:5]1)(=[O:30])=[O:29], predict the reactants needed to synthesize it. The reactants are: [N:1]1([C:12]([O:14][C:15]([CH3:18])([CH3:17])[CH3:16])=[O:13])[CH2:6][CH2:5][CH:4]([C:7]([O:9][CH2:10][CH3:11])=[O:8])[CH2:3][CH2:2]1.[Li+].CC([N-]C(C)C)C.[CH3:27][S:28](Cl)(=[O:30])=[O:29].CCCCCC. (3) Given the product [F:14][C:11]([F:12])([F:13])[C:10]1[O:15][C:2]2[CH:7]=[C:6]([OH:8])[CH:5]=[CH:4][C:3]=2[N:9]=1, predict the reactants needed to synthesize it. The reactants are: O[C:2]1[CH:7]=[C:6]([OH:8])[CH:5]=[CH:4][C:3]=1[NH:9][C:10](=[O:15])[C:11]([F:14])([F:13])[F:12].C1(C)C=CC(S(O)(=O)=O)=CC=1.O. (4) The reactants are: [CH3:1][C:2](O)=O.[CH2:5]([N:12]1[CH2:17]CC(O)(C(N)=O)CC1)[C:6]1[CH:11]=[CH:10][CH:9]=[CH:8][CH:7]=1. Given the product [CH:5]1([NH:12][CH3:17])[C:6]2[C:7](=[CH:8][CH:9]=[CH:10][CH:11]=2)[CH2:2][CH2:1]1, predict the reactants needed to synthesize it. (5) Given the product [CH2:16]([O:23][C:24]1[CH:33]=[C:32]2[C:27]([C:28]([O:15][C:4]3[C:5]([C:9]4[CH:10]=[N:11][CH:12]=[CH:13][CH:14]=4)=[N:6][C:7]([CH3:8])=[C:2]([CH3:1])[CH:3]=3)=[CH:29][CH:30]=[N:31]2)=[CH:26][C:25]=1[O:35][CH3:36])[C:17]1[CH:18]=[CH:19][CH:20]=[CH:21][CH:22]=1, predict the reactants needed to synthesize it. The reactants are: [CH3:1][C:2]1[CH:3]=[C:4]([OH:15])[C:5]([C:9]2[CH:10]=[N:11][CH:12]=[CH:13][CH:14]=2)=[N:6][C:7]=1[CH3:8].[CH2:16]([O:23][C:24]1[CH:33]=[C:32]2[C:27]([C:28](Cl)=[CH:29][CH:30]=[N:31]2)=[CH:26][C:25]=1[O:35][CH3:36])[C:17]1[CH:22]=[CH:21][CH:20]=[CH:19][CH:18]=1.O.